This data is from HIV replication inhibition screening data with 41,000+ compounds from the AIDS Antiviral Screen. The task is: Binary Classification. Given a drug SMILES string, predict its activity (active/inactive) in a high-throughput screening assay against a specified biological target. (1) The drug is CCOC(=O)C(C#N)=Cc1ccc(SCc2ccco2)c([N+](=O)[O-])c1. The result is 0 (inactive). (2) The drug is CC=NN1C(=O)c2ccccc2C1=O. The result is 0 (inactive). (3) The drug is CCSC(=O)NNc1nc2ccccc2s1. The result is 0 (inactive). (4) The drug is COc1ccc(-c2c(C(=O)Nc3ccccc3)c(-c3ccccc3)n(C3OC(CO)C(O)C(O)C3O)c(=S)c2C#N)cc1. The result is 0 (inactive). (5) The drug is c1ccc(C2CCCNCC2)cc1. The result is 0 (inactive). (6) The compound is COc1ccc(Nc2nc3c(N)cc(C(F)(F)F)cc3nc2-c2ccccc2)cc1OC. The result is 0 (inactive). (7) The molecule is CC(=O)OCC1OC(n2c3c(c(-c4ccc(Cl)cc4)c(C#N)c2=S)C(=O)CC(C)(C)C3)C(OC(C)=O)C(OC(C)=O)C1OC(C)=O. The result is 0 (inactive).